This data is from Full USPTO retrosynthesis dataset with 1.9M reactions from patents (1976-2016). The task is: Predict the reactants needed to synthesize the given product. (1) Given the product [CH3:10][CH:8]([CH3:9])[CH:7]([CH2:11][S:12]([N:32]1[CH2:33][CH2:34][N:29]([C:26]2[CH:25]=[CH:24][C:23]([C:19]3[CH:18]=[N:17][CH:22]=[CH:21][CH:20]=3)=[CH:28][CH:27]=2)[CH2:30][CH2:31]1)(=[O:13])=[O:14])[C:6]([OH:5])=[O:16], predict the reactants needed to synthesize it. The reactants are: C([O:5][C:6](=[O:16])[CH:7]([CH2:11][S:12](Cl)(=[O:14])=[O:13])[CH:8]([CH3:10])[CH3:9])(C)(C)C.[N:17]1[CH:22]=[CH:21][CH:20]=[C:19]([C:23]2[CH:28]=[CH:27][C:26]([N:29]3[CH2:34][CH2:33][NH:32][CH2:31][CH2:30]3)=[CH:25][CH:24]=2)[CH:18]=1.C(N(CC)CC)C.FC(F)(F)C(O)=O. (2) Given the product [CH:18]1([C:16]2[CH:17]=[C:13]([NH:12][C:10]3[C:9]4[C:4](=[CH:5][CH:6]=[C:7]([N:21]5[CH2:26][CH2:25][CH2:24][CH2:23][CH2:22]5)[CH:8]=4)[N:3]=[C:2]([NH:43][C:40]4[CH:41]=[C:42]5[C:37]([C:36](=[O:44])[NH:35][NH:34]5)=[CH:38][CH:39]=4)[N:11]=3)[NH:14][N:15]=2)[CH2:20][CH2:19]1, predict the reactants needed to synthesize it. The reactants are: Cl[C:2]1[N:11]=[C:10]([NH:12][C:13]2[NH:14][N:15]=[C:16]([CH:18]3[CH2:20][CH2:19]3)[CH:17]=2)[C:9]2[C:4](=[CH:5][CH:6]=[C:7]([N:21]3[CH2:26][CH2:25][CH2:24][CH2:23][CH2:22]3)[CH:8]=2)[N:3]=1.C(OC([N:34]1[C:42]2[C:37](=[CH:38][CH:39]=[C:40]([NH2:43])[CH:41]=2)[C:36](=[O:44])[NH:35]1)=O)(C)(C)C.C([O-])(O)=O.[Na+].C(O)(C(F)(F)F)=O. (3) The reactants are: [Br:1][C:2]1[CH:7]=[C:6](F)[C:5]([N+:9]([O-:11])=[O:10])=[CH:4][C:3]=1[F:12].[NH3:13]. Given the product [Br:1][C:2]1[C:3]([F:12])=[CH:4][C:5]([N+:9]([O-:11])=[O:10])=[C:6]([NH2:13])[CH:7]=1, predict the reactants needed to synthesize it. (4) Given the product [Cl:28][C:23]1[CH:22]=[C:21]([C:17](=[N:18][O:19][CH3:20])[CH2:16][CH2:15][C:14]([NH:13][CH:10]2[CH2:11][CH2:12][NH:8][CH2:9]2)=[O:29])[CH:26]=[CH:25][C:24]=1[Cl:27], predict the reactants needed to synthesize it. The reactants are: C(OC([N:8]1[CH2:12][CH2:11][CH:10]([NH:13][C:14](=[O:29])[CH2:15][CH2:16][C:17]([C:21]2[CH:26]=[CH:25][C:24]([Cl:27])=[C:23]([Cl:28])[CH:22]=2)=[N:18][O:19][CH3:20])[CH2:9]1)=O)(C)(C)C.C(Cl)Cl.C(O)(C(F)(F)F)=O. (5) Given the product [CH2:11]([N:3]1[C:2]([NH2:1])=[C:6]([C:7]#[N:8])[CH:5]=[N:4]1)[CH:10]=[CH2:9], predict the reactants needed to synthesize it. The reactants are: [NH2:1][C:2]1[C:6]([C:7]#[N:8])=[CH:5][NH:4][N:3]=1.[CH2:9](Br)[CH:10]=[CH2:11].C(=O)([O-])[O-].[K+].[K+]. (6) The reactants are: C(NC(C)C)(C)C.[Li]CCCC.[CH3:13][N:14]([CH2:16][CH:17]1[CH:22]2[CH2:23][CH:19]([CH2:20][CH2:21]2)[C:18]1=[O:24])[CH3:15].C1C=CC(N([S:32]([C:35]([F:38])([F:37])[F:36])(=[O:34])=[O:33])[S:32]([C:35]([F:38])([F:37])[F:36])(=[O:34])=[O:33])=CC=1. Given the product [CH3:15][N:14]([CH2:16][C:17]1[CH:22]2[CH2:23][CH:19]([CH2:20][CH2:21]2)[C:18]=1[O:24][S:32]([C:35]([F:38])([F:37])[F:36])(=[O:34])=[O:33])[CH3:13], predict the reactants needed to synthesize it.